Dataset: Catalyst prediction with 721,799 reactions and 888 catalyst types from USPTO. Task: Predict which catalyst facilitates the given reaction. (1) Product: [CH2:1]([N:8]1[CH2:9][CH:10]2[CH2:16][CH:14]([CH2:13][N:12]([C:24]([NH:23][C:17]3[CH:22]=[CH:21][CH:20]=[CH:19][CH:18]=3)=[O:25])[CH2:11]2)[CH2:15]1)[C:2]1[CH:7]=[CH:6][CH:5]=[CH:4][CH:3]=1. The catalyst class is: 2. Reactant: [CH2:1]([N:8]1[CH2:15][CH:14]2[CH2:16][CH:10]([CH2:11][NH:12][CH2:13]2)[CH2:9]1)[C:2]1[CH:7]=[CH:6][CH:5]=[CH:4][CH:3]=1.[C:17]1([N:23]=[C:24]=[O:25])[CH:22]=[CH:21][CH:20]=[CH:19][CH:18]=1. (2) Reactant: [Br:1]N1C(=O)CCC1=O.[CH3:9][C:10]1[C:11]2[N:12]([C:16]([C@@H:19]3[CH2:24][CH2:23][CH2:22][CH2:21][N:20]3[C:25]([O:27][CH2:28][C:29]3[CH:34]=[CH:33][CH:32]=[CH:31][CH:30]=3)=[O:26])=[N:17][CH:18]=2)[CH:13]=[CH:14][N:15]=1.O.C(OCC)(=O)C. Product: [Br:1][C:18]1[N:17]=[C:16]([C@@H:19]2[CH2:24][CH2:23][CH2:22][CH2:21][N:20]2[C:25]([O:27][CH2:28][C:29]2[CH:30]=[CH:31][CH:32]=[CH:33][CH:34]=2)=[O:26])[N:12]2[CH:13]=[CH:14][N:15]=[C:10]([CH3:9])[C:11]=12. The catalyst class is: 614. (3) Reactant: C(=O)([O-])[O-].[K+].[K+].Cl[C:8]1[C:15]([F:16])=[CH:14][C:11]([C:12]#[N:13])=[C:10]([NH:17][C:18]2[CH:19]=[C:20]3[C:25](=[CH:26][CH:27]=2)[N:24]=[CH:23][CH:22]=[CH:21]3)[N:9]=1.[NH2:28][C@H:29]([CH3:42])[CH2:30][N:31]1[C:39](=[O:40])[C:38]2[C:33](=[CH:34][CH:35]=[CH:36][CH:37]=2)[C:32]1=[O:41].C(=O)([O-])O.[Na+]. Product: [O:41]=[C:32]1[C:33]2[C:38](=[CH:37][CH:36]=[CH:35][CH:34]=2)[C:39](=[O:40])[N:31]1[CH2:30][C@H:29]([NH:28][C:8]1[C:15]([F:16])=[CH:14][C:11]([C:12]#[N:13])=[C:10]([NH:17][C:18]2[CH:19]=[C:20]3[C:25](=[CH:26][CH:27]=2)[N:24]=[CH:23][CH:22]=[CH:21]3)[N:9]=1)[CH3:42]. The catalyst class is: 12.